Dataset: Forward reaction prediction with 1.9M reactions from USPTO patents (1976-2016). Task: Predict the product of the given reaction. (1) The product is: [Cl:12][C:10]1[CH:11]=[C:2]([NH:1][CH2:31][C:29]2[N:30]=[C:26]([CH2:24][CH3:25])[N:27]([C:34]([O:36][C:37]([CH3:39])([CH3:38])[CH3:40])=[O:35])[C:28]=2[CH3:33])[CH:3]=[C:4]2[C:9]=1[N:8]=[CH:7][C:6]([C:13]#[N:14])=[C:5]2[NH:15][C:16]1[CH:21]=[CH:20][C:19]([F:22])=[C:18]([Cl:23])[CH:17]=1. Given the reactants [NH2:1][C:2]1[CH:3]=[C:4]2[C:9](=[C:10]([Cl:12])[CH:11]=1)[N:8]=[CH:7][C:6]([C:13]#[N:14])=[C:5]2[NH:15][C:16]1[CH:21]=[CH:20][C:19]([F:22])=[C:18]([Cl:23])[CH:17]=1.[CH2:24]([C:26]1[N:27]([C:34]([O:36][C:37]([CH3:40])([CH3:39])[CH3:38])=[O:35])[C:28]([CH3:33])=[C:29]([CH:31]=O)[N:30]=1)[CH3:25].[BH3-]C#N.[Na+], predict the reaction product. (2) Given the reactants Cl[Si:2](Cl)([CH3:4])[CH3:3].[OH:6][C:7]1[CH:12]=[CH:11][CH:10]=[CH:9][C:8]=1[C:13]1[NH:14][C:15]2[CH:21]=[CH:20][CH:19]=[CH:18][C:16]=2[N:17]=1.C(N(CC)CC)C, predict the reaction product. The product is: [CH3:3][Si:2]1([CH3:4])[N:14]2[C:13](=[N:17][C:16]3[C:15]2=[CH:21][CH:20]=[CH:19][CH:18]=3)[C:8]2[CH:9]=[CH:10][CH:11]=[CH:12][C:7]=2[O:6]1.